This data is from Reaction yield outcomes from USPTO patents with 853,638 reactions. The task is: Predict the reaction yield, written as a fraction of the theoretical maximum amount of product (1.0 means a 100% yield; for example, 0.34 means a 34% yield). (1) The reactants are [Li]CCCC.[Cl:6][C:7]1[CH:12]=[CH:11][C:10]([O:13][CH2:14][O:15][CH3:16])=[CH:9][N:8]=1.[I:17]I. The catalyst is O1CCCC1. The product is [Cl:6][C:7]1[CH:12]=[C:11]([I:17])[C:10]([O:13][CH2:14][O:15][CH3:16])=[CH:9][N:8]=1. The yield is 0.930. (2) The yield is 0.920. The product is [C:21](=[O:22])([O:23][CH3:24])[O:11][C:8]1[CH:9]=[CH:10][C:5]([C:1]([CH3:4])([CH3:2])[CH3:3])=[CH:6][C:7]=1[Cl:12]. The reactants are [C:1]([C:5]1[CH:10]=[CH:9][C:8]([OH:11])=[C:7]([Cl:12])[CH:6]=1)([CH3:4])([CH3:3])[CH3:2].CCN(CC)CC.Cl[C:21]([O:23][CH3:24])=[O:22]. The catalyst is ClCCl.CN(C1C=CN=CC=1)C.